Dataset: Full USPTO retrosynthesis dataset with 1.9M reactions from patents (1976-2016). Task: Predict the reactants needed to synthesize the given product. (1) Given the product [Br:19][C:20]1[CH:21]=[C:22]([C:32]2[O:13][C:12](=[O:14])[C:11]3[C:2](=[CH:3][C:4]4[C:9]([CH:10]=3)=[N:8][C:7]([C:15]([F:18])([F:16])[F:17])=[CH:6][CH:5]=4)[N:1]=2)[N:23]([C:25]2[C:30]([Cl:31])=[CH:29][CH:28]=[CH:27][N:26]=2)[N:24]=1, predict the reactants needed to synthesize it. The reactants are: [NH2:1][C:2]1[CH:3]=[C:4]2[C:9](=[CH:10][C:11]=1[C:12]([OH:14])=[O:13])[N:8]=[C:7]([C:15]([F:18])([F:17])[F:16])[CH:6]=[CH:5]2.[Br:19][C:20]1[CH:21]=[C:22]([C:32](O)=O)[N:23]([C:25]2[C:30]([Cl:31])=[CH:29][CH:28]=[CH:27][N:26]=2)[N:24]=1. (2) Given the product [C:1](=[N:14][NH:15][C:16]([CH2:17][CH:18]([C:21]1[CH:26]=[CH:25][CH:24]=[C:23]([O:27][CH3:28])[CH:22]=1)[CH2:19][O:20][S:31]([CH3:30])(=[O:33])=[O:32])=[O:29])([C:8]1[CH:13]=[CH:12][CH:11]=[CH:10][CH:9]=1)[C:2]1[CH:7]=[CH:6][CH:5]=[CH:4][CH:3]=1, predict the reactants needed to synthesize it. The reactants are: [C:1](=[N:14][NH:15][C:16](=[O:29])[CH2:17][CH:18]([C:21]1[CH:26]=[CH:25][CH:24]=[C:23]([O:27][CH3:28])[CH:22]=1)[CH2:19][OH:20])([C:8]1[CH:13]=[CH:12][CH:11]=[CH:10][CH:9]=1)[C:2]1[CH:7]=[CH:6][CH:5]=[CH:4][CH:3]=1.[CH3:30][S:31](Cl)(=[O:33])=[O:32]. (3) The reactants are: [C:1]([C:3]1[C:4](=O)[CH:5]=[C:6]([C:22]2[CH:31]=[CH:30][C:25]([C:26]([O:28][CH3:29])=[O:27])=[CH:24][CH:23]=2)[NH:7][C:8]=1[C:9]1[CH:14]=[CH:13][C:12]([O:15][C:16]2[CH:21]=[CH:20][CH:19]=[CH:18][CH:17]=2)=[CH:11][CH:10]=1)#[N:2].P(Cl)(Cl)([Cl:35])=O. Given the product [Cl:35][C:4]1[C:3]([C:1]#[N:2])=[C:8]([C:9]2[CH:14]=[CH:13][C:12]([O:15][C:16]3[CH:21]=[CH:20][CH:19]=[CH:18][CH:17]=3)=[CH:11][CH:10]=2)[N:7]=[C:6]([C:22]2[CH:31]=[CH:30][C:25]([C:26]([O:28][CH3:29])=[O:27])=[CH:24][CH:23]=2)[CH:5]=1, predict the reactants needed to synthesize it. (4) Given the product [CH2:28]([C:13]1([C:16]([O:18][CH2:19][CH3:20])=[O:17])[CH2:12][CH2:11][N:10]([C:21]([O:23][C:24]([CH3:26])([CH3:25])[CH3:27])=[O:22])[CH2:15][CH2:14]1)[C:29]1[CH:34]=[CH:33][CH:32]=[CH:31][CH:30]=1, predict the reactants needed to synthesize it. The reactants are: C(N(C(C)C)CC)(C)C.[N:10]1([C:21]([O:23][C:24]([CH3:27])([CH3:26])[CH3:25])=[O:22])[CH2:15][CH2:14][CH:13]([C:16]([O:18][CH2:19][CH3:20])=[O:17])[CH2:12][CH2:11]1.[CH2:28](Br)[C:29]1[CH:34]=[CH:33][CH:32]=[CH:31][CH:30]=1. (5) Given the product [ClH:32].[CH3:1][N:2]1[CH2:8][CH2:7][CH2:6][C:5]2[O:9][C:10]3[CH:15]=[C:14]([N:16]4[CH:21]=[CH:20][C:19]([O:22][CH2:23][C:24]5[CH:25]=[N:26][C:27]([CH3:30])=[CH:28][CH:29]=5)=[CH:18][C:17]4=[O:31])[CH:13]=[CH:12][C:11]=3[C:4]=2[CH2:3]1, predict the reactants needed to synthesize it. The reactants are: [CH3:1][N:2]1[CH2:8][CH2:7][CH2:6][C:5]2[O:9][C:10]3[CH:15]=[C:14]([N:16]4[CH:21]=[CH:20][C:19]([O:22][CH2:23][C:24]5[CH:25]=[N:26][C:27]([CH3:30])=[CH:28][CH:29]=5)=[CH:18][C:17]4=[O:31])[CH:13]=[CH:12][C:11]=3[C:4]=2[CH2:3]1.[ClH:32].CCOCC. (6) Given the product [CH2:12]([O:11][Si:4]([O:5][CH2:6][CH3:7])([O:8][CH2:9][CH3:10])[C:14]1[CH:18]=[CH:18][C:14]([CH:15]=[CH2:16])=[CH:16][CH:15]=1)[CH3:13], predict the reactants needed to synthesize it. The reactants are: CCO[Si:4]([O:11][CH2:12][CH3:13])([O:8][CH2:9][CH3:10])[O:5][CH2:6][CH3:7].[CH2:14]1[CH2:18]O[CH2:16][CH2:15]1.[Br-]. (7) Given the product [CH3:18][C:9]1[CH:14]=[CH:13][C:12]([C:5]2[CH:6]=[CH:7][C:2]([F:1])=[CH:3][CH:4]=2)=[CH:11][CH:10]=1, predict the reactants needed to synthesize it. The reactants are: [F:1][C:2]1[CH:7]=[CH:6][C:5](Br)=[CH:4][CH:3]=1.[C:9]1([CH3:18])[CH:14]=[CH:13][CH:12]=[CH:11][C:10]=1B(O)O. (8) Given the product [N+:1]([C:4]1[CH:9]=[CH:8][C:7]([CH2:10][N:11]2[CH2:12][CH2:13][CH:14]([NH2:17])[CH2:15][CH2:16]2)=[CH:6][CH:5]=1)([O-:3])=[O:2], predict the reactants needed to synthesize it. The reactants are: [N+:1]([C:4]1[CH:9]=[CH:8][C:7]([CH2:10][N:11]2[CH2:16][CH2:15][CH:14]([NH:17]C(=O)OC(C)(C)C)[CH2:13][CH2:12]2)=[CH:6][CH:5]=1)([O-:3])=[O:2].